This data is from Peptide-MHC class II binding affinity with 134,281 pairs from IEDB. The task is: Regression. Given a peptide amino acid sequence and an MHC pseudo amino acid sequence, predict their binding affinity value. This is MHC class II binding data. (1) The peptide sequence is VADDLTAAINKGILV. The MHC is DRB1_0301 with pseudo-sequence DRB1_0301. The binding affinity (normalized) is 0.328. (2) The MHC is DRB1_1201 with pseudo-sequence DRB1_1201. The binding affinity (normalized) is 0.606. The peptide sequence is GEPIRFLLSYGEKDF. (3) The peptide sequence is EGAIVGEISPLPSLPGHTD. The binding affinity (normalized) is 0.616. The MHC is DRB1_0101 with pseudo-sequence DRB1_0101. (4) The peptide sequence is EDLVRAYHAMSSTHE. The MHC is DRB1_1101 with pseudo-sequence DRB1_1101. The binding affinity (normalized) is 0.536. (5) The peptide sequence is GKSTRSTTDSGKVIP. The MHC is DRB3_0101 with pseudo-sequence DRB3_0101. The binding affinity (normalized) is 0.